From a dataset of TCR-epitope binding with 47,182 pairs between 192 epitopes and 23,139 TCRs. Binary Classification. Given a T-cell receptor sequence (or CDR3 region) and an epitope sequence, predict whether binding occurs between them. (1) The epitope is ALSKGVHFV. The TCR CDR3 sequence is CASSSTSGSTNEQFF. Result: 0 (the TCR does not bind to the epitope). (2) The epitope is NQKLIANQF. The TCR CDR3 sequence is CASSQILQGKDIQYF. Result: 0 (the TCR does not bind to the epitope).